Dataset: Full USPTO retrosynthesis dataset with 1.9M reactions from patents (1976-2016). Task: Predict the reactants needed to synthesize the given product. (1) Given the product [S:14]1[CH:15]=[C:11]([CH2:10][C@H:9]2[NH:8][C:20](=[O:22])[CH2:19][NH:18][C:16]2=[O:17])[N:12]=[CH:13]1, predict the reactants needed to synthesize it. The reactants are: C(OC([NH:8][C@@H:9]([C:16]([NH:18][CH2:19][C:20]([O:22]CC)=O)=[O:17])[CH2:10][C:11]1[N:12]=[CH:13][S:14][CH:15]=1)=O)(C)(C)C.C(O)(C(F)(F)F)=O. (2) Given the product [CH:42]([NH:45][C:46]1[C:51]([NH:37][C:8]([C:5]2[C:4]([N:11]([S:15]([C:18]3[CH:23]=[CH:22][C:21]([Cl:24])=[C:20]([C:25]([F:27])([F:26])[F:28])[CH:19]=3)(=[O:17])=[O:16])[CH2:12][O:13][CH3:14])=[CH:3][C:2]([Cl:1])=[CH:7][N:6]=2)=[O:9])=[CH:50][CH:49]=[CH:48][N:47]=1)([CH3:44])[CH3:43], predict the reactants needed to synthesize it. The reactants are: [Cl:1][C:2]1[CH:3]=[C:4]([N:11]([S:15]([C:18]2[CH:23]=[CH:22][C:21]([Cl:24])=[C:20]([C:25]([F:28])([F:27])[F:26])[CH:19]=2)(=[O:17])=[O:16])[CH2:12][O:13][CH3:14])[C:5]([C:8](O)=[O:9])=[N:6][CH:7]=1.C(Cl)(=O)C(Cl)=O.C([N:37](CC)CC)C.[CH:42]([NH:45][C:46]1[CH:51]=[CH:50][CH:49]=[CH:48][N:47]=1)([CH3:44])[CH3:43]. (3) Given the product [Cl:9][CH:10]([Cl:14])[C:11]([NH:1][C:2]1[N:7]=[CH:6][C:5]([Cl:8])=[CH:4][N:3]=1)=[O:12], predict the reactants needed to synthesize it. The reactants are: [NH2:1][C:2]1[N:7]=[CH:6][C:5]([Cl:8])=[CH:4][N:3]=1.[Cl:9][CH:10]([Cl:14])[C:11](Cl)=[O:12].C(=O)([O-])O.[Na+]. (4) Given the product [C:20]([C:2]1[C:7]([C:8]([F:11])([F:10])[F:9])=[CH:6][CH:5]=[C:4]([O:12][CH3:13])[C:3]=1/[N:14]=[CH:15]/[N:16]([CH3:18])[CH3:17])#[N:21], predict the reactants needed to synthesize it. The reactants are: Br[C:2]1[C:7]([C:8]([F:11])([F:10])[F:9])=[CH:6][CH:5]=[C:4]([O:12][CH3:13])[C:3]=1/[N:14]=[CH:15]/[N:16]([CH3:18])[CH3:17].[Cu][C:20]#[N:21].